Dataset: Full USPTO retrosynthesis dataset with 1.9M reactions from patents (1976-2016). Task: Predict the reactants needed to synthesize the given product. (1) The reactants are: [NH2:1][C:2]1[N:7]=[C:6]([CH:8]([OH:18])[CH2:9][O:10][Si:11]([C:14]([CH3:17])([CH3:16])[CH3:15])([CH3:13])[CH3:12])[CH:5]=[CH:4][N:3]=1.[Cl:19][C:20]1[CH:25]=[C:24]([F:26])[CH:23]=[CH:22][C:21]=1O.C1(P(C2C=CC=CC=2)C2C=CC=CC=2)C=CC=CC=1.N(/C(OCC1C=CC(Cl)=CC=1)=O)=N\C(OCC1C=CC(Cl)=CC=1)=O. Given the product [Si:11]([O:10][CH2:9][CH:8]([C:6]1[CH:5]=[CH:4][N:3]=[C:2]([NH2:1])[N:7]=1)[O:18][C:21]1[CH:22]=[CH:23][C:24]([F:26])=[CH:25][C:20]=1[Cl:19])([C:14]([CH3:15])([CH3:17])[CH3:16])([CH3:13])[CH3:12], predict the reactants needed to synthesize it. (2) Given the product [CH3:16][O:15][C:11]1[CH:10]=[C:9]([NH:8][C:6](=[O:7])[C:5]2[CH:17]=[C:18]([C:19]([F:22])([F:21])[F:20])[C:2]([N:23]3[CH2:27][CH2:26][CH2:25][CH2:24]3)=[N:3][CH:4]=2)[CH:14]=[CH:13][CH:12]=1, predict the reactants needed to synthesize it. The reactants are: Cl[C:2]1[C:18]([C:19]([F:22])([F:21])[F:20])=[CH:17][C:5]([C:6]([NH:8][C:9]2[CH:14]=[CH:13][CH:12]=[C:11]([O:15][CH3:16])[CH:10]=2)=[O:7])=[CH:4][N:3]=1.[NH:23]1[CH2:27][CH2:26][CH2:25][CH2:24]1. (3) Given the product [N:27]1([C:24]([C@H:22]2[CH2:21][CH2:20][C:19]3[C:12]4[C:11]([NH:10][C:8]5[CH:9]=[C:4]6[CH:3]=[N:2][NH:1][C:5]6=[N:6][CH:7]=5)=[N:16][CH:15]=[N:14][C:13]=4[S:17][C:18]=3[CH2:23]2)=[O:25])[CH2:32][CH2:31][O:30][CH2:29][CH2:28]1, predict the reactants needed to synthesize it. The reactants are: [NH:1]1[C:5]2=[N:6][CH:7]=[C:8]([NH:10][C:11]3[C:12]4[C:19]5[CH2:20][CH2:21][C@H:22]([C:24](O)=[O:25])[CH2:23][C:18]=5[S:17][C:13]=4[N:14]=[CH:15][N:16]=3)[CH:9]=[C:4]2[CH:3]=[N:2]1.[NH:27]1[CH2:32][CH2:31][O:30][CH2:29][CH2:28]1. (4) Given the product [Cl:1][C:2]1[CH:3]=[C:4]([O:8][CH:9]([CH2:13][CH3:14])[C:10]([NH:15][C:16]([CH3:29])([CH3:28])[C:17]#[C:18][CH:19]([O:24][SiH:25]([CH3:27])[CH3:26])[C:20]([CH3:22])([CH3:23])[CH3:21])=[O:12])[CH:5]=[N:6][CH:7]=1, predict the reactants needed to synthesize it. The reactants are: [Cl:1][C:2]1[CH:3]=[C:4]([O:8][CH:9]([CH2:13][CH3:14])[C:10]([OH:12])=O)[CH:5]=[N:6][CH:7]=1.[NH2:15][C:16]([CH3:29])([CH3:28])[C:17]#[C:18][CH:19]([O:24][SiH:25]([CH3:27])[CH3:26])[C:20]([CH3:23])([CH3:22])[CH3:21].Cl.CN(CCCN=C=NCC)C. (5) Given the product [CH2:1]([O:3][C:4]([C:6]1[S:10][C:9]([C:11]2[CH:16]=[CH:15][C:14]([C:17]([F:19])([F:20])[F:18])=[CH:13][CH:12]=2)=[N:8][C:7]=1[CH2:21][Br:22])=[O:5])[CH3:2], predict the reactants needed to synthesize it. The reactants are: [CH2:1]([O:3][C:4]([C:6]1[S:10][C:9]([C:11]2[CH:16]=[CH:15][C:14]([C:17]([F:20])([F:19])[F:18])=[CH:13][CH:12]=2)=[N:8][C:7]=1[CH3:21])=[O:5])[CH3:2].[Br:22]N1C(=O)CCC1=O. (6) Given the product [CH2:1]([O:8][C:9]1[CH:10]=[CH:11][C:12]([CH2:15]/[CH:16]=[CH:37]/[C:38]([O:40][CH3:41])=[O:39])=[CH:13][CH:14]=1)[C:2]1[CH:3]=[CH:4][CH:5]=[CH:6][CH:7]=1, predict the reactants needed to synthesize it. The reactants are: [CH2:1]([O:8][C:9]1[CH:14]=[CH:13][C:12]([CH2:15][CH:16]=O)=[CH:11][CH:10]=1)[C:2]1[CH:7]=[CH:6][CH:5]=[CH:4][CH:3]=1.C1(P(=[CH:37][C:38]([O:40][CH3:41])=[O:39])(C2C=CC=CC=2)C2C=CC=CC=2)C=CC=CC=1. (7) Given the product [C:1]([C:3]1[C:4]([C:19]2[CH:24]=[CH:23][C:22]([Cl:25])=[CH:21][C:20]=2[Cl:26])=[C:5]([C:16](/[N:18]=[CH:29]/[N:30]([CH3:32])[CH3:31])=[O:17])[S:6][C:7]=1[N:8]1[CH2:13][CH2:12][O:11][CH:10]([CH2:14][OH:15])[CH2:9]1)#[N:2], predict the reactants needed to synthesize it. The reactants are: [C:1]([C:3]1[C:4]([C:19]2[CH:24]=[CH:23][C:22]([Cl:25])=[CH:21][C:20]=2[Cl:26])=[C:5]([C:16]([NH2:18])=[O:17])[S:6][C:7]=1[N:8]1[CH2:13][CH2:12][O:11][CH:10]([CH2:14][OH:15])[CH2:9]1)#[N:2].CO[CH:29](OC)[N:30]([CH3:32])[CH3:31]. (8) Given the product [CH2:6]1[C:3]2([CH2:17][CH:16]([C:31]([O:33][CH2:34][CH3:35])=[O:32])[NH:15][CH2:1]2)[CH2:4][N:5]1[C:7]([O:9][C:10]([CH3:13])([CH3:12])[CH3:11])=[O:8], predict the reactants needed to synthesize it. The reactants are: [CH:1]([CH:3]1[CH2:6][N:5]([C:7]([O:9][C:10]([CH3:13])([CH3:12])[CH3:11])=[O:8])[CH2:4]1)=O.C1C2(CCN(C(OC(C)(C)C)=O)CC2)[CH2:17][CH:16]([C:31]([O:33][CH2:34][CH3:35])=[O:32])[NH:15]1. (9) The reactants are: [CH2:1]([O:8][C:9]1[CH:14]=[CH:13][N:12]([CH2:15][C:16]([C:18]2[CH:23]=[CH:22][C:21]([CH2:24]O)=[CH:20][C:19]=2[CH3:26])=[O:17])[C:11](=[O:27])[CH:10]=1)[C:2]1[CH:7]=[CH:6][CH:5]=[CH:4][CH:3]=1.P(Br)(Br)[Br:29]. Given the product [CH2:1]([O:8][C:9]1[CH:14]=[CH:13][N:12]([CH2:15][C:16]([C:18]2[CH:23]=[CH:22][C:21]([CH2:24][Br:29])=[CH:20][C:19]=2[CH3:26])=[O:17])[C:11](=[O:27])[CH:10]=1)[C:2]1[CH:7]=[CH:6][CH:5]=[CH:4][CH:3]=1, predict the reactants needed to synthesize it.